Dataset: Full USPTO retrosynthesis dataset with 1.9M reactions from patents (1976-2016). Task: Predict the reactants needed to synthesize the given product. (1) Given the product [CH3:1][O:2][C:3](=[O:31])[CH2:4][N:5]1[CH2:11][C:10]([CH2:12][NH:39][CH2:32][C:33]2[CH:38]=[CH:37][CH:36]=[CH:35][CH:34]=2)=[CH:9][CH2:8][CH:7]([NH:17][C:18]([C:20]2[C:29]3[C:24](=[CH:25][CH:26]=[CH:27][CH:28]=3)[CH:23]=[CH:22][N:21]=2)=[O:19])[C:6]1=[O:30], predict the reactants needed to synthesize it. The reactants are: [CH3:1][O:2][C:3](=[O:31])[CH2:4][N:5]1[CH2:11][C:10]([CH2:12]S(C)(=O)=O)=[CH:9][CH2:8][CH:7]([NH:17][C:18]([C:20]2[C:29]3[C:24](=[CH:25][CH:26]=[CH:27][CH:28]=3)[CH:23]=[CH:22][N:21]=2)=[O:19])[C:6]1=[O:30].[CH2:32]([NH2:39])[C:33]1[CH:38]=[CH:37][CH:36]=[CH:35][CH:34]=1.FC(F)(F)C([O-])=O. (2) Given the product [ClH:27].[CH3:19][S:16]([C:13]1[O:12][C:11]([C:8]2([NH2:7])[CH2:10][CH2:9]2)=[CH:15][CH:14]=1)(=[O:18])=[O:17], predict the reactants needed to synthesize it. The reactants are: C(OC(=O)[NH:7][C:8]1([C:11]2[O:12][C:13]([S:16]([CH3:19])(=[O:18])=[O:17])=[CH:14][CH:15]=2)[CH2:10][CH2:9]1)(C)(C)C.O1CCOCC1.[ClH:27]. (3) The reactants are: [CH3:1][CH:2]([CH3:32])[CH2:3][C@H:4]([NH:24]C(=O)OC(C)(C)C)[CH2:5][O:6][C:7]1[CH:8]=[CH:9][C:10]2[C:23]3[C:18](=[CH:19][N:20]=[CH:21][CH:22]=3)[C:14]3([CH2:17][O:16][CH2:15]3)[O:13][C:11]=2[CH:12]=1.[ClH:33].C(OCC)C. Given the product [NH2:24][C@@H:4]([CH2:3][CH:2]([CH3:32])[CH3:1])[CH2:5][O:6][C:7]1[CH:8]=[CH:9][C:10]2[C:23]3[C:18](=[CH:19][N:20]=[CH:21][CH:22]=3)[C:14]([CH2:17][OH:16])([CH2:15][Cl:33])[O:13][C:11]=2[CH:12]=1, predict the reactants needed to synthesize it. (4) Given the product [Cl:1][C:2]1[S:18][C:5]2[NH:6][C:7](=[O:17])[C:8]([C:11]3[CH:16]=[CH:15][CH:14]=[CH:13][CH:12]=3)=[C:9]([O-:10])[C:4]=2[C:3]=1[C:19]1[C:20]([OH:29])=[C:21]2[C:26](=[CH:27][CH:28]=1)[CH2:25][CH2:24][CH2:23][CH2:22]2.[Na+:32], predict the reactants needed to synthesize it. The reactants are: [Cl:1][C:2]1[S:18][C:5]2[NH:6][C:7](=[O:17])[C:8]([C:11]3[CH:16]=[CH:15][CH:14]=[CH:13][CH:12]=3)=[C:9]([OH:10])[C:4]=2[C:3]=1[C:19]1[C:20]([OH:29])=[C:21]2[C:26](=[CH:27][CH:28]=1)[CH2:25][CH2:24][CH2:23][CH2:22]2.C[O-].[Na+:32].O.